This data is from Full USPTO retrosynthesis dataset with 1.9M reactions from patents (1976-2016). The task is: Predict the reactants needed to synthesize the given product. (1) Given the product [Cl:1][C:2]1[C:10]2[C:5](=[CH:6][C:7]([OH:11])=[CH:8][CH:9]=2)[N:4]([CH3:13])[C:3]=1[C:14]1[CH:19]=[CH:18][C:17]([O:20][CH3:21])=[CH:16][C:15]=1[N:22]([CH2:23][CH3:24])[CH2:25][CH3:26], predict the reactants needed to synthesize it. The reactants are: [Cl:1][C:2]1[C:10]2[C:5](=[CH:6][C:7]([O:11]C)=[CH:8][CH:9]=2)[N:4]([CH3:13])[C:3]=1[C:14]1[CH:19]=[CH:18][C:17]([O:20][CH3:21])=[CH:16][C:15]=1[N:22]([CH2:25][CH3:26])[CH2:23][CH3:24].ClC1C2C(=CC(O)=CC=2)N(C)C=1C1C=CC(O)=CC=1N(CC)CC. (2) The reactants are: Br[C:2]1[N:3]=[C:4]([C:7]([C:9]2[CH:26]=[CH:25][C:12]3[N:13]([CH2:17][O:18][CH2:19][CH2:20][Si:21]([CH3:24])([CH3:23])[CH3:22])[C:14](=[O:16])[S:15][C:11]=3[CH:10]=2)=[O:8])[S:5][CH:6]=1.B1(B2OC(C)(C)C(C)(C)O2)OC(C)(C)C(C)(C)O1.C([O-])(=O)C.[K+].C1(P(C2CCCCC2)C2C=CC=CC=2C2C(C(C)C)=CC(C(C)C)=CC=2C(C)C)CCCCC1.Cl[C:85]1[CH:90]=[CH:89][C:88]([CH2:91][CH2:92][O:93][CH:94]2[CH2:99][CH2:98][CH2:97][CH2:96][O:95]2)=[CH:87][N:86]=1.P([O-])([O-])([O-])=O.[K+].[K+].[K+]. Given the product [O:95]1[CH2:96][CH2:97][CH2:98][CH2:99][CH:94]1[O:93][CH2:92][CH2:91][C:88]1[CH:89]=[CH:90][C:85]([C:2]2[N:3]=[C:4]([C:7]([C:9]3[CH:26]=[CH:25][C:12]4[N:13]([CH2:17][O:18][CH2:19][CH2:20][Si:21]([CH3:24])([CH3:23])[CH3:22])[C:14](=[O:16])[S:15][C:11]=4[CH:10]=3)=[O:8])[S:5][CH:6]=2)=[N:86][CH:87]=1, predict the reactants needed to synthesize it. (3) Given the product [C:13]([NH:12][C:9]1[CH:10]=[CH:11][C:6]([CH:5]=[CH:4][C:3]([OH:21])=[O:2])=[CH:7][CH:8]=1)(=[O:20])[C:14]1[CH:19]=[CH:18][CH:17]=[CH:16][CH:15]=1, predict the reactants needed to synthesize it. The reactants are: C[O:2][C:3](=[O:21])[CH:4]=[CH:5][C:6]1[CH:11]=[CH:10][C:9]([NH:12][C:13](=[O:20])[C:14]2[CH:19]=[CH:18][CH:17]=[CH:16][CH:15]=2)=[CH:8][CH:7]=1.[Li+].[OH-]. (4) Given the product [C:1]([CH2:3][C:4]1([N:16]([CH3:17])[CH3:15])[CH2:7][N:6]([C:8]([O:10][C:11]([CH3:14])([CH3:13])[CH3:12])=[O:9])[CH2:5]1)#[N:2], predict the reactants needed to synthesize it. The reactants are: [C:1]([CH:3]=[C:4]1[CH2:7][N:6]([C:8]([O:10][C:11]([CH3:14])([CH3:13])[CH3:12])=[O:9])[CH2:5]1)#[N:2].[CH3:15][NH:16][CH3:17].